From a dataset of Reaction yield outcomes from USPTO patents with 853,638 reactions. Predict the reaction yield, written as a fraction of the theoretical maximum amount of product (1.0 means a 100% yield; for example, 0.34 means a 34% yield). (1) The reactants are [F:1][C:2]1[CH:3]=[C:4]([C:13]2[CH:18]=[CH:17][C:16]([O:19][CH2:20][CH:21]3[CH2:26][CH2:25][N:24]([CH2:27][C:28]([F:31])([CH3:30])[CH3:29])[CH2:23][CH2:22]3)=[C:15]([CH2:32][OH:33])[CH:14]=2)[CH:5]=[CH:6][C:7]=1[C:8]([O:10]CC)=[O:9].O[Li].O. The catalyst is C1COCC1.O. The product is [F:1][C:2]1[CH:3]=[C:4]([C:13]2[CH:18]=[CH:17][C:16]([O:19][CH2:20][CH:21]3[CH2:22][CH2:23][N:24]([CH2:27][C:28]([F:31])([CH3:29])[CH3:30])[CH2:25][CH2:26]3)=[C:15]([CH2:32][OH:33])[CH:14]=2)[CH:5]=[CH:6][C:7]=1[C:8]([OH:10])=[O:9]. The yield is 0.870. (2) The reactants are [Cl:1][C:2]1[CH:7]=[C:6]([Cl:8])[CH:5]=[CH:4][C:3]=1[C:9]1[N:10]=[C:11]([CH2:36][CH3:37])[C:12]([NH:17][C@H:18]2[C@@H:22]([O:23][CH2:24][CH3:25])[CH2:21][N:20](C(OCC3C=CC=CC=3)=O)[CH2:19]2)=[N:13][C:14]=1[CH2:15][CH3:16].C([SiH](CC)CC)C.FC(F)(F)C(O)=O.[OH-].[Na+]. The catalyst is C(Cl)Cl.[Pd](Cl)Cl.C(N(CC)CC)C. The product is [Cl:1][C:2]1[CH:7]=[C:6]([Cl:8])[CH:5]=[CH:4][C:3]=1[C:9]1[N:10]=[C:11]([CH2:36][CH3:37])[C:12]([NH:17][C@H:18]2[C@@H:22]([O:23][CH2:24][CH3:25])[CH2:21][NH:20][CH2:19]2)=[N:13][C:14]=1[CH2:15][CH3:16]. The yield is 0.740. (3) The reactants are [CH3:1][C:2]1[CH:7]=[C:6]([CH3:8])[CH:5]=[CH:4][C:3]=1[CH:9]([C:21]1[CH:26]=[CH:25][CH:24]=[CH:23][CH:22]=1)[C:10]([NH:12][CH2:13][C:14]1[CH:19]=[CH:18][C:17]([OH:20])=[CH:16][CH:15]=1)=[O:11].C(=O)([O-])[O-].[Cs+].[Cs+].Cl[CH2:34][C:35]1[C:36]([CH3:41])=[N:37][O:38][C:39]=1[CH3:40].O. The catalyst is C(#N)C. The product is [CH3:41][C:36]1[C:35]([CH2:34][O:20][C:17]2[CH:18]=[CH:19][C:14]([CH2:13][NH:12][C:10](=[O:11])[CH:9]([C:3]3[CH:4]=[CH:5][C:6]([CH3:8])=[CH:7][C:2]=3[CH3:1])[C:21]3[CH:22]=[CH:23][CH:24]=[CH:25][CH:26]=3)=[CH:15][CH:16]=2)=[C:39]([CH3:40])[O:38][N:37]=1. The yield is 0.636.